From a dataset of Forward reaction prediction with 1.9M reactions from USPTO patents (1976-2016). Predict the product of the given reaction. (1) Given the reactants [CH3:1][O:2][C:3]1[CH:8]=[CH:7][C:6]([N:9]2[CH:18]([CH3:19])[C:17]3[C:12](=[N:13][C:14]([NH:20][C:21]4[CH:26]=[CH:25][CH:24]=[CH:23][CH:22]=4)=[N:15][CH:16]=3)[N:11]([C:27]3[CH:28]=[C:29]([CH:32]=[CH:33][CH:34]=3)[C:30]#[N:31])[C:10]2=[O:35])=[CH:5][CH:4]=1.[OH-:36].[Na+].OO, predict the reaction product. The product is: [CH3:1][O:2][C:3]1[CH:4]=[CH:5][C:6]([N:9]2[CH:18]([CH3:19])[C:17]3[C:12](=[N:13][C:14]([NH:20][C:21]4[CH:26]=[CH:25][CH:24]=[CH:23][CH:22]=4)=[N:15][CH:16]=3)[N:11]([C:27]3[CH:28]=[C:29]([CH:32]=[CH:33][CH:34]=3)[C:30]([NH2:31])=[O:36])[C:10]2=[O:35])=[CH:7][CH:8]=1. (2) Given the reactants [F:1][C:2]1([F:15])[CH2:7][CH2:6][N:5]([C:8]([O:10][C:11]([CH3:14])([CH3:13])[CH3:12])=[O:9])[CH2:4][CH2:3]1.CN(C)CCN(C)C.[C:24](=[O:26])=[O:25], predict the reaction product. The product is: [C:11]([O:10][C:8]([N:5]1[CH2:4][CH2:3][C:2]([F:1])([F:15])[CH2:7][CH:6]1[C:24]([OH:26])=[O:25])=[O:9])([CH3:12])([CH3:14])[CH3:13].